From a dataset of Full USPTO retrosynthesis dataset with 1.9M reactions from patents (1976-2016). Predict the reactants needed to synthesize the given product. (1) Given the product [CH2:26]([C:25]1[C:24](=[O:33])[O:23][C@H:11]([CH2:12][CH2:13][CH2:14][CH2:15][CH2:16][CH2:17][CH2:18][CH2:19][CH2:20][CH2:21][CH3:22])[CH2:10][C:9]=1[OH:34])[CH2:27][CH2:28][CH2:29][CH2:30][CH3:31], predict the reactants needed to synthesize it. The reactants are: C([Mg]Cl)(C)(C)C.CO[C:9](=[O:34])[CH2:10][C@H:11]([O:23][C:24](=[O:33])[CH:25](Br)[CH2:26][CH2:27][CH2:28][CH2:29][CH2:30][CH3:31])[CH2:12][CH2:13][CH2:14][CH2:15][CH2:16][CH2:17][CH2:18][CH2:19][CH2:20][CH2:21][CH3:22].C1COCC1. (2) Given the product [Cl:8][C:6]1[N:5]=[C:4]([O:9][CH3:10])[N:3]([CH:11]([F:12])[F:13])[CH:2]([NH:1][C:27]([NH:26][S:23]([C:18]2[CH:19]=[CH:20][CH:21]=[CH:22][C:17]=2[N+:14]([O-:16])=[O:15])(=[O:24])=[O:25])=[O:28])[N:7]=1, predict the reactants needed to synthesize it. The reactants are: [NH2:1][CH:2]1[N:7]=[C:6]([Cl:8])[N:5]=[C:4]([O:9][CH3:10])[N:3]1[CH:11]([F:13])[F:12].[N+:14]([C:17]1[CH:22]=[CH:21][CH:20]=[CH:19][C:18]=1[S:23]([N:26]=[C:27]=[O:28])(=[O:25])=[O:24])([O-:16])=[O:15].